Dataset: Full USPTO retrosynthesis dataset with 1.9M reactions from patents (1976-2016). Task: Predict the reactants needed to synthesize the given product. (1) Given the product [Br:1][C:2]1[CH:3]=[C:4]([C:5]([OH:6])=[O:12])[C:8]([C:7]([NH:13][C:14]2[CH:19]=[CH:18][C:17]([CH3:20])=[CH:16][N:15]=2)=[O:11])=[CH:9][CH:10]=1, predict the reactants needed to synthesize it. The reactants are: [Br:1][C:2]1[CH:3]=[C:4]2[C:8](=[CH:9][CH:10]=1)[C:7](=[O:11])[O:6][C:5]2=[O:12].[NH2:13][C:14]1[CH:19]=[CH:18][C:17]([CH3:20])=[CH:16][N:15]=1. (2) Given the product [CH2:10]([C:11]1[O:9][N:8]=[C:2]([C:3]([O:5][CH2:6][CH3:7])=[O:4])[CH:12]=1)[C:13]1[CH:18]=[CH:17][CH:16]=[CH:15][CH:14]=1, predict the reactants needed to synthesize it. The reactants are: Cl[C:2](=[N:8][OH:9])[C:3]([O:5][CH2:6][CH3:7])=[O:4].[CH2:10]([C:13]1[CH:18]=[CH:17][CH:16]=[CH:15][CH:14]=1)[C:11]#[CH:12].C(N(CC)CC)C. (3) Given the product [Br:19][C:2]1[CH:3]=[C:4]([N:8]2[N:12]=[N:11][C:10]([C:13]3[CH:18]=[CH:17][CH:16]=[CH:15][N:14]=3)=[N:9]2)[CH:5]=[CH:6][CH:7]=1, predict the reactants needed to synthesize it. The reactants are: Cl[C:2]1[CH:3]=[C:4]([N:8]2[N:12]=[N:11][C:10]([C:13]3[CH:18]=[CH:17][CH:16]=[CH:15][N:14]=3)=[N:9]2)[CH:5]=[CH:6][CH:7]=1.[Br:19]C1C=C(C=CC=1)N.N1C=CC=CC=1C=O. (4) Given the product [Cl:1][C:2]1[CH:3]=[C:4]([CH:13]=[CH:14][CH:15]=1)[CH2:5][C:6]1[S:10][C:9]([CH2:11][NH2:24])=[CH:8][CH:7]=1, predict the reactants needed to synthesize it. The reactants are: [Cl:1][C:2]1[CH:3]=[C:4]([CH:13]=[CH:14][CH:15]=1)[CH2:5][C:6]1[S:10][C:9]([CH:11]=O)=[CH:8][CH:7]=1.C(OCC)(=O)C.CO.[NH3:24].CO. (5) Given the product [Cl:34][C:35]1[CH:36]=[C:37]([S:41]([NH:44][C:45]2[CH:46]=[CH:47][C:48]([C:51]3[CH:59]=[C:58]4[C:54]([CH2:55][N:56]([C@@H:61]([CH:66]([CH3:68])[CH3:67])[C:62]([OH:64])=[O:63])[C:57]4=[O:60])=[CH:53][CH:52]=3)=[CH:49][CH:50]=2)(=[O:43])=[O:42])[CH:38]=[CH:39][CH:40]=1, predict the reactants needed to synthesize it. The reactants are: CC(C)[C@H](N1CC2C(=CC(C3C=CC(NS(C4C=CC=CC=4)(=O)=O)=CC=3)=CC=2)C1=O)C(O)=O.[Cl:34][C:35]1[CH:36]=[C:37]([S:41]([NH:44][C:45]2[CH:50]=[CH:49][C:48]([C:51]3[CH:59]=[C:58]4[C:54]([CH2:55][N:56]([C@@H:61]([CH:66]([CH3:68])[CH3:67])[C:62]([O:64]C)=[O:63])[C:57]4=[O:60])=[CH:53][CH:52]=3)=[CH:47][CH:46]=2)(=[O:43])=[O:42])[CH:38]=[CH:39][CH:40]=1. (6) Given the product [CH2:32]([O:31][C:26]1[CH:27]=[CH:28][CH:29]=[CH:30][C:25]=1[C:23]1[N:22]=[CH:21][N:20]=[C:19]([NH:18][C:17]([CH:14]2[CH2:15][CH2:16][NH:11][CH2:12][CH2:13]2)=[O:34])[CH:24]=1)[CH3:33], predict the reactants needed to synthesize it. The reactants are: C(OC([N:11]1[CH2:16][CH2:15][CH:14]([C:17](=[O:34])[NH:18][C:19]2[CH:24]=[C:23]([C:25]3[CH:30]=[CH:29][CH:28]=[CH:27][C:26]=3[O:31][CH2:32][CH3:33])[N:22]=[CH:21][N:20]=2)[CH2:13][CH2:12]1)=O)C1C=CC=CC=1.